From a dataset of Full USPTO retrosynthesis dataset with 1.9M reactions from patents (1976-2016). Predict the reactants needed to synthesize the given product. (1) The reactants are: [Cl:1][C:2]1[S:6][C:5]([C:7]2[NH:8][C:9]3[C:14]([C:15]=2[CH:16]=O)=[CH:13][CH:12]=[CH:11][CH:10]=3)=[CH:4][CH:3]=1.[Cl:18][C:19]1[CH:24]=[CH:23][C:22]([S:25]([CH2:28][C:29]#[N:30])(=[O:27])=[O:26])=[CH:21][CH:20]=1. Given the product [Cl:18][C:19]1[CH:20]=[CH:21][C:22]([S:25]([C:28](=[CH:16][C:15]2[C:14]3[C:9](=[CH:10][CH:11]=[CH:12][CH:13]=3)[NH:8][C:7]=2[C:5]2[S:6][C:2]([Cl:1])=[CH:3][CH:4]=2)[C:29]#[N:30])(=[O:26])=[O:27])=[CH:23][CH:24]=1, predict the reactants needed to synthesize it. (2) Given the product [CH2:34]([O:33][CH:31]1[C:30]2[C:25](=[CH:26][CH:27]=[C:28]([N+:36]([O-:38])=[O:37])[CH:29]=2)[NH:24][CH:23]([C:20]([CH3:21])([CH3:22])[CH2:19][OH:1])[CH2:32]1)[CH3:35], predict the reactants needed to synthesize it. The reactants are: [O:1]([CH2:19][C:20]([CH:23]1[CH2:32][CH:31]([O:33][CH2:34][CH3:35])[C:30]2[C:25](=[CH:26][CH:27]=[C:28]([N+:36]([O-:38])=[O:37])[CH:29]=2)[NH:24]1)([CH3:22])[CH3:21])[Si](C(C)(C)C)(C1C=CC=CC=1)C1C=CC=CC=1.[F-].C([N+](CCCC)(CCCC)CCCC)CCC. (3) Given the product [Br:1][C:2]1[CH:3]=[C:4]([CH:5]=[C:6]([C:8]([F:11])([F:10])[F:9])[CH:7]=1)[CH2:12][O:35][CH2:34][C:21]1([C:18]2[CH:17]=[CH:16][C:15]([F:14])=[CH:20][CH:19]=2)[CH2:22][CH2:23][N:24]([C:27]([O:29][C:30]([CH3:33])([CH3:32])[CH3:31])=[O:28])[CH2:25][CH2:26]1, predict the reactants needed to synthesize it. The reactants are: [Br:1][C:2]1[CH:7]=[C:6]([C:8]([F:11])([F:10])[F:9])[CH:5]=[C:4]([CH2:12]Br)[CH:3]=1.[F:14][C:15]1[CH:20]=[CH:19][C:18]([C:21]2([CH2:34][OH:35])[CH2:26][CH2:25][N:24]([C:27]([O:29][C:30]([CH3:33])([CH3:32])[CH3:31])=[O:28])[CH2:23][CH2:22]2)=[CH:17][CH:16]=1.[H-].[Na+].